From a dataset of Catalyst prediction with 721,799 reactions and 888 catalyst types from USPTO. Predict which catalyst facilitates the given reaction. (1) Reactant: [Br:1][C:2]1[CH:3]=[C:4]2[C:9](=[CH:10][CH:11]=1)[N:8]=[C:7](Cl)[C:6]1[C:13](=[O:20])[C:14]3[C:19]([C:5]2=1)=[CH:18][CH:17]=[CH:16][CH:15]=3.[NH:21]1[CH:25]=[CH:24][N:23]=[CH:22]1.O. Product: [Br:1][C:2]1[CH:3]=[C:4]2[C:9](=[CH:10][CH:11]=1)[N:8]=[C:7]([N:21]1[CH:25]=[CH:24][N:23]=[CH:22]1)[C:6]1[C:13](=[O:20])[C:14]3[C:19]([C:5]2=1)=[CH:18][CH:17]=[CH:16][CH:15]=3. The catalyst class is: 17. (2) Reactant: [Cl:1][C:2]1[CH:7]=[CH:6][C:5]([S:8]([CH:10]2[CH2:13][NH:12][CH2:11]2)=[O:9])=[CH:4][CH:3]=1.[C:14]([O:18][C:19](=[O:44])[NH:20][C@H:21]([C:25]([C:38]1[CH:43]=[CH:42][CH:41]=[CH:40][CH:39]=1)([C:32]1[CH:37]=[CH:36][CH:35]=[CH:34][CH:33]=1)[O:26][SiH2:27][C:28]([CH3:31])([CH3:30])[CH3:29])[CH2:22][CH2:23]I)([CH3:17])([CH3:16])[CH3:15].C(N(CC)CC)C. Product: [C:14]([O:18][C:19](=[O:44])[NH:20][C@H:21]([C:25]([C:38]1[CH:43]=[CH:42][CH:41]=[CH:40][CH:39]=1)([C:32]1[CH:33]=[CH:34][CH:35]=[CH:36][CH:37]=1)[O:26][SiH2:27][C:28]([CH3:30])([CH3:31])[CH3:29])[CH2:22][CH2:23][N:12]1[CH2:13][CH:10]([S:8]([C:5]2[CH:4]=[CH:3][C:2]([Cl:1])=[CH:7][CH:6]=2)=[O:9])[CH2:11]1)([CH3:15])([CH3:16])[CH3:17]. The catalyst class is: 9. (3) Reactant: [NH2:1][CH2:2][CH:3]([O:7][CH2:8][CH3:9])[O:4][CH2:5][CH3:6].Br[CH2:11][CH2:12][F:13].C(N(C(C)C)CC)(C)C. Product: [CH2:5]([O:4][CH:3]([O:7][CH2:8][CH3:9])[CH2:2][NH:1][CH2:11][CH2:12][F:13])[CH3:6]. The catalyst class is: 28. (4) Reactant: [Cl:1][C:2]1[C:7]([NH:8][C:9](=[O:16])[C:10]2[CH:15]=[CH:14][CH:13]=[CH:12][CH:11]=2)=[CH:6][CH:5]=[CH:4][N:3]=1.[C:17](=O)([O-])[O-].[K+].[K+].CI. Product: [Cl:1][C:2]1[C:7]([N:8]([CH3:17])[C:9](=[O:16])[C:10]2[CH:11]=[CH:12][CH:13]=[CH:14][CH:15]=2)=[CH:6][CH:5]=[CH:4][N:3]=1. The catalyst class is: 8. (5) Reactant: O.O.O.[F-].C([N+](CCCC)(CCCC)CCCC)CCC.C([Si](C)(C)[O:27][CH2:28][CH2:29][CH2:30][CH2:31][CH2:32][CH:33]1[O:36][C:35](=[O:37])[CH:34]1[CH2:38][CH2:39][CH2:40][CH2:41][CH2:42][CH3:43])(C)(C)C. Product: [CH2:38]([CH:34]1[CH:33]([CH2:32][CH2:31][CH2:30][CH2:29][CH2:28][OH:27])[O:36][C:35]1=[O:37])[CH2:39][CH2:40][CH2:41][CH2:42][CH3:43]. The catalyst class is: 56. (6) Reactant: [C:1]([CH:9]1[CH2:15][C@H:14]2[C:16](=[O:17])[C@H:11]([CH2:12][CH2:13]2)[CH2:10]1)(=[O:8])[C:2]1[CH:7]=[CH:6][CH:5]=[CH:4][CH:3]=1.[CH2:18](O)[CH2:19][OH:20].CC1C=CC(S(O)(=O)=O)=CC=1.C([O-])(O)=O.[Na+]. Product: [C:2]1([C:1]([CH:9]2[CH2:15][C@H:14]3[C:16]4([O:20][CH2:19][CH2:18][O:17]4)[C@H:11]([CH2:12][CH2:13]3)[CH2:10]2)=[O:8])[CH:3]=[CH:4][CH:5]=[CH:6][CH:7]=1. The catalyst class is: 11. (7) Product: [CH3:32][O:33][C:34]1[C:35]([O:54][CH3:55])=[C:36]([CH:51]=[CH:52][CH:53]=1)[C:37]([O:20][C@@H:19]1[C@@H:21]([CH2:22][OH:23])[O:24][C@@H:17]([N:16]2[CH:25]=[C:26]([CH3:29])[C:27](=[O:28])[N:14]([CH2:13][O:12][CH2:11][CH:10]([C:5]3[CH:6]=[CH:7][CH:8]=[CH:9][C:4]=3[N+:1]([O-:3])=[O:2])[CH3:31])[C:15]2=[O:30])[CH2:18]1)([C:38]1[CH:39]=[CH:40][CH:41]=[CH:42][CH:43]=1)[C:44]1[CH:49]=[CH:48][CH:47]=[CH:46][CH:45]=1. Reactant: [N+:1]([C:4]1[CH:9]=[CH:8][CH:7]=[CH:6][C:5]=1[CH:10]([CH3:31])[CH2:11][O:12][CH2:13][N:14]1[C:27](=[O:28])[C:26]([CH3:29])=[CH:25][N:16]([C@@H:17]2[O:24][C@H:21]([CH2:22][OH:23])[C@@H:19]([OH:20])[CH2:18]2)[C:15]1=[O:30])([O-:3])=[O:2].[CH3:32][O:33][C:34]1[C:35]([O:54][CH3:55])=[C:36]([CH:51]=[CH:52][CH:53]=1)[C:37](Cl)([C:44]1[CH:49]=[CH:48][CH:47]=[CH:46][CH:45]=1)[C:38]1[CH:43]=[CH:42][CH:41]=[CH:40][CH:39]=1. The catalyst class is: 17.